Dataset: Forward reaction prediction with 1.9M reactions from USPTO patents (1976-2016). Task: Predict the product of the given reaction. (1) Given the reactants [Li]CCCC.CC1CCCN(C)C1(C)C.C([Zn]C(C)(C)C)(C)(C)C.[Br:25][C:26]1[CH:36]=[CH:35][C:29]([C:30]([O:32][CH2:33][CH3:34])=[O:31])=[CH:28][CH:27]=1.[I:37]I.S([O-])([O-])(=O)=S.[Na+].[Na+].[Cl-].[NH4+], predict the reaction product. The product is: [Br:25][C:26]1[CH:27]=[CH:28][C:29]([C:30]([O:32][CH2:33][CH3:34])=[O:31])=[C:35]([I:37])[CH:36]=1. (2) Given the reactants [CH:1]([C:4]1[CH:9]=[CH:8][C:7]([C:10]2[CH:15]=[CH:14][N:13]=[C:12]([NH:16][CH2:17][C:18]3[S:19][CH:20]=[CH:21][CH:22]=3)[N:11]=2)=[CH:6][CH:5]=1)([CH3:3])[CH3:2].C(N(CC)CC)C.[CH2:30]([O:32][C:33]([C:35]1[CH:40]=[CH:39][C:38]([N:41]=[C:42]=[O:43])=[CH:37][CH:36]=1)=[O:34])[CH3:31], predict the reaction product. The product is: [CH2:30]([O:32][C:33](=[O:34])[C:35]1[CH:40]=[CH:39][C:38]([NH:41][C:42]([N:16]([C:12]2[N:11]=[C:10]([C:7]3[CH:6]=[CH:5][C:4]([CH:1]([CH3:3])[CH3:2])=[CH:9][CH:8]=3)[CH:15]=[CH:14][N:13]=2)[CH2:17][C:18]2[S:19][CH:20]=[CH:21][CH:22]=2)=[O:43])=[CH:37][CH:36]=1)[CH3:31]. (3) Given the reactants [C:1]([C:3]1[CH:4]=[C:5]([CH:10]=[C:11]([O:13][CH3:14])[CH:12]=1)[C:6]([O:8]C)=[O:7])#[N:2].O.[OH-].[Na+], predict the reaction product. The product is: [C:1]([C:3]1[CH:4]=[C:5]([CH:10]=[C:11]([O:13][CH3:14])[CH:12]=1)[C:6]([OH:8])=[O:7])#[N:2]. (4) Given the reactants [C:1](=[O:4])([OH:3])[OH:2].[C:5](Cl)([CH3:7])=[CH2:6].[N+:9]([C:12]1[CH:17]=[CH:16][C:15](O)=[CH:14][CH:13]=1)([O-:11])=[O:10].C(Cl)(Cl)Cl, predict the reaction product. The product is: [C:1](=[O:3])([O:2][C:15]1[CH:16]=[CH:17][C:12]([N+:9]([O-:11])=[O:10])=[CH:13][CH:14]=1)[O:4][C:5]([CH3:7])=[CH2:6]. (5) Given the reactants [CH2:1]([O:8][CH2:9][CH2:10][CH2:11][CH2:12][S:13][C:14]1[CH:19]=[CH:18][CH:17]=[C:16](Br)[CH:15]=1)[C:2]1[CH:7]=[CH:6][CH:5]=[CH:4][CH:3]=1.[CH2:21]([NH:24][C:25](=[O:30])[C:26]([F:29])([F:28])[F:27])[CH:22]=[CH2:23], predict the reaction product. The product is: [CH2:1]([O:8][CH2:9][CH2:10][CH2:11][CH2:12][S:13][C:14]1[CH:15]=[C:16](/[CH:23]=[CH:22]/[CH2:21][NH:24][C:25](=[O:30])[C:26]([F:29])([F:28])[F:27])[CH:17]=[CH:18][CH:19]=1)[C:2]1[CH:7]=[CH:6][CH:5]=[CH:4][CH:3]=1.